Task: Predict the product of the given reaction.. Dataset: Forward reaction prediction with 1.9M reactions from USPTO patents (1976-2016) (1) Given the reactants C(C1C=C(CCC2C=CN3C(=O)C(/[CH:24]=[CH:25]/[C:26]([OH:28])=[O:27])=C(N4CCOCC4)N=C3C=2)SC=1)C.[CH:32]([O:34][C@@H:35]1[CH2:40][CH2:39][CH2:38][N:37]([C:41]2[N:42]=[C:43]3[CH:53]=[C:52]([C:54]([NH:56][C:57]4[S:58][CH:59]=[C:60]([C:62]([CH3:65])([CH3:64])[CH3:63])[N:61]=4)=[O:55])[CH:51]=[CH:50][N:44]3[C:45](=[O:49])[C:46]=2C=O)[CH2:36]1)=[O:33], predict the reaction product. The product is: [C:62]([C:60]1[N:61]=[C:57]([NH:56][C:54]([C:52]2[CH:51]=[CH:50][N:44]3[C:45](=[O:49])[C:46](/[CH:24]=[CH:25]/[C:26]([O:28][C:52]([CH3:54])([CH3:53])[CH3:51])=[O:27])=[C:41]([N:37]4[CH2:38][CH2:39][CH2:40][C@@H:35]([O:34][CH:32]=[O:33])[CH2:36]4)[N:42]=[C:43]3[CH:53]=2)=[O:55])[S:58][CH:59]=1)([CH3:65])([CH3:64])[CH3:63]. (2) The product is: [Br:18][C:15]1[CH:16]=[CH:17][C:12]([NH:11][C:10]2[N:9]3[CH:20]=[N:21][CH:22]=[C:8]3[CH:7]=[CH:6][C:5]=2[C:3]([OH:4])=[O:2])=[C:13]([F:19])[CH:14]=1. Given the reactants C[O:2][C:3]([C:5]1[CH:6]=[CH:7][C:8]2[N:9]([CH:20]=[N:21][CH:22]=2)[C:10]=1[NH:11][C:12]1[CH:17]=[CH:16][C:15]([Br:18])=[CH:14][C:13]=1[F:19])=[O:4].[OH-].[Na+], predict the reaction product. (3) Given the reactants C[O:2][C:3]([C@@H:5]1[O:9][C:8](=[O:10])[N:7]([C:11]2[CH:20]=[CH:19][C:14]3[C:15]([CH3:18])=[N:16][O:17][C:13]=3[CH:12]=2)[CH2:6]1)=O.N.CC#[N:24], predict the reaction product. The product is: [CH3:18][C:15]1[C:14]2[CH:19]=[CH:20][C:11]([N:7]3[CH2:6][C@H:5]([C:3]([NH2:24])=[O:2])[O:9][C:8]3=[O:10])=[CH:12][C:13]=2[O:17][N:16]=1. (4) Given the reactants Cl[C:2]1[CH:7]=[C:6]([C:8]([F:11])([F:10])[F:9])[N:5]=[C:4]([C:12]2[CH:13]=[N:14][CH:15]=[CH:16][CH:17]=2)[N:3]=1.[CH3:18][C:19]1[CH:25]=[C:24]([OH:26])[C:23]([CH3:27])=[CH:22][C:20]=1[NH2:21], predict the reaction product. The product is: [CH3:18][C:19]1[CH:25]=[C:24]([OH:26])[C:23]([CH3:27])=[CH:22][C:20]=1[NH:21][C:2]1[CH:7]=[C:6]([C:8]([F:11])([F:10])[F:9])[N:5]=[C:4]([C:12]2[CH:13]=[N:14][CH:15]=[CH:16][CH:17]=2)[N:3]=1. (5) Given the reactants Cl[C:2]1[C:11]2=[N:12][N:13](CC3C=CC(OC)=CC=3)[CH:14]=[C:10]2[C:9]2[CH:8]=[C:7]([O:24][CH3:25])[CH:6]=[CH:5][C:4]=2[N:3]=1.[O:26]1[CH2:31][CH2:30][N:29]([C:32]2[CH:38]=[CH:37][C:35]([NH2:36])=[CH:34][CH:33]=2)[CH2:28][CH2:27]1.Cl, predict the reaction product. The product is: [CH3:25][O:24][C:7]1[CH:6]=[CH:5][C:4]2[N:3]=[C:2]([NH:36][C:35]3[CH:34]=[CH:33][C:32]([N:29]4[CH2:30][CH2:31][O:26][CH2:27][CH2:28]4)=[CH:38][CH:37]=3)[C:11]3=[N:12][NH:13][CH:14]=[C:10]3[C:9]=2[CH:8]=1.